From a dataset of Full USPTO retrosynthesis dataset with 1.9M reactions from patents (1976-2016). Predict the reactants needed to synthesize the given product. (1) Given the product [CH:1]1([CH2:4][C:5](=[O:12])/[C:6](=[CH:24]/[N:25]([CH3:27])[CH3:26])/[C:7]([O:9][CH2:10][CH3:11])=[O:8])[CH2:3][CH2:2]1, predict the reactants needed to synthesize it. The reactants are: [CH:1]1([CH2:4][C:5](=[O:12])[CH2:6][C:7]([O:9][CH2:10][CH3:11])=[O:8])[CH2:3][CH2:2]1.C1(C(C(=[CH:24][N:25]([CH3:27])[CH3:26])C(OCC)=O)=O)CC1. (2) Given the product [C:33]([NH:1][C:2]1[CH:11]=[C:10]2[C:5]([CH:6]=[C:7]([C:15]3[C:16]([Cl:32])=[CH:17][C:18]([F:31])=[C:19]([NH:21][C:22]([NH:24][C:25]4[CH:26]=[CH:27][CH:28]=[CH:29][CH:30]=4)=[O:23])[CH:20]=3)[C:8](=[O:14])[N:9]2[CH2:12][CH3:13])=[CH:4][N:3]=1)(=[O:35])[CH3:34], predict the reactants needed to synthesize it. The reactants are: [NH2:1][C:2]1[CH:11]=[C:10]2[C:5]([CH:6]=[C:7]([C:15]3[C:16]([Cl:32])=[CH:17][C:18]([F:31])=[C:19]([NH:21][C:22]([NH:24][C:25]4[CH:30]=[CH:29][CH:28]=[CH:27][CH:26]=4)=[O:23])[CH:20]=3)[C:8](=[O:14])[N:9]2[CH2:12][CH3:13])=[CH:4][N:3]=1.[C:33](OC(=O)C)(=[O:35])[CH3:34]. (3) Given the product [Cl:28][C:25]1[CH:26]=[CH:27][C:22]([CH:19]2[CH2:20][CH2:21][N:16]3[C:14](=[O:15])[C:3]4[N:4]=[CH:5][N:6]=[C:7]([CH:8]5[CH2:13][CH2:12][O:11][CH2:10][CH2:9]5)[C:2]=4[NH:1][C:17]3=[N:18]2)=[CH:23][CH:24]=1, predict the reactants needed to synthesize it. The reactants are: [NH2:1][C:2]1[C:3]([C:14]([N:16]2[CH2:21][CH2:20][CH:19]([C:22]3[CH:27]=[CH:26][C:25]([Cl:28])=[CH:24][CH:23]=3)[N:18]=[C:17]2SC)=[O:15])=[N:4][CH:5]=[N:6][C:7]=1[CH:8]1[CH2:13][CH2:12][O:11][CH2:10][CH2:9]1.[H-].[Na+]. (4) Given the product [O:60]=[C:56]1[CH2:57][CH2:58][CH2:59][N:55]1[CH2:54][CH2:53][O:52][C:11](=[O:12])[C@@:10]([CH2:15][OH:16])([CH3:14])[CH2:9][C@H:8]([NH2:17])[CH2:7][C:4]1[CH:5]=[CH:6][C:1]([C:25]2[CH:30]=[CH:29][CH:28]=[CH:27][CH:26]=2)=[CH:2][CH:3]=1, predict the reactants needed to synthesize it. The reactants are: [C:1]1([C:25]2[CH:30]=[CH:29][CH:28]=[CH:27][CH:26]=2)[CH:6]=[CH:5][C:4]([CH2:7][C@@H:8]([NH:17]C(OC(C)(C)C)=O)[CH2:9][C@:10]([CH2:15][OH:16])([CH3:14])[C:11](O)=[O:12])=[CH:3][CH:2]=1.C1C=CC2N(O)N=NC=2C=1.CCN=C=NCCCN(C)C.[OH:52][CH2:53][CH2:54][N:55]1[CH2:59][CH2:58][CH2:57][C:56]1=[O:60].CN1CCOCC1.CC#N.Cl.